Dataset: Catalyst prediction with 721,799 reactions and 888 catalyst types from USPTO. Task: Predict which catalyst facilitates the given reaction. (1) Reactant: [F:1][C:2]([F:15])([F:14])[C:3]1[C:11]([C:12]#[N:13])=[CH:10][CH:9]=[C:8]2[C:4]=1[CH:5]=[CH:6][NH:7]2.C1C(=O)N([Br:23])C(=O)C1. Product: [Br:23][C:5]1[C:4]2[C:8](=[CH:9][CH:10]=[C:11]([C:12]#[N:13])[C:3]=2[C:2]([F:14])([F:1])[F:15])[NH:7][CH:6]=1. The catalyst class is: 3. (2) Reactant: [C:1]1(S(OCCCCCCCCCCCC)(=O)=O)[CH:6]=CC=[CH:3][CH:2]=1.[Na].[C:24](#[N:27])[CH:25]=[CH2:26].[C:28]([O:35][CH2:36][CH2:37][CH2:38][CH3:39])(=[O:34])/[CH:29]=[CH:30]\[C:31]([O-:33])=[O:32].[CH3:40][CH:41]([C:43]([C:41]([C:43](S)(C)[CH3:44])(C)[CH3:40])(C)[CH3:44])C.C=CC=C.[O-]O.C1(C(C)C)C=CC=CC=1.C1(C=CC(O)=CC=1)O. Product: [CH2:6]=[CH:1][CH:2]=[CH2:3].[C:24](#[N:27])[CH:25]=[CH2:26].[C:28]([O:35][CH2:36][CH2:37][CH2:38][CH3:39])(=[O:34])/[CH:29]=[CH:30]\[C:31]([O-:33])=[O:32].[C:24](#[N:27])[CH:25]=[CH2:26].[CH2:40]=[CH:41][CH:43]=[CH2:44].[C:28]([O:35][CH2:36][CH2:37][CH2:38][CH3:39])(=[O:34])/[CH:29]=[CH:30]\[C:31]([O-:33])=[O:32]. The catalyst class is: 6. (3) The catalyst class is: 2. Reactant: [Cl:1][C:2]1[CH:7]=[CH:6][CH:5]=[C:4]([N+:8]([O-:10])=[O:9])[C:3]=1[CH2:11][CH2:12]O.C1(P(C2C=CC=CC=2)C2C=CC=CC=2)C=CC=CC=1.C(Br)(Br)(Br)[Br:34]. Product: [Br:34][CH2:12][CH2:11][C:3]1[C:4]([N+:8]([O-:10])=[O:9])=[CH:5][CH:6]=[CH:7][C:2]=1[Cl:1]. (4) Reactant: [CH3:1][O:2][C:3]([C:5]1([N:10]([CH3:18])[N:11]=[CH:12][CH2:13][C:14]([CH3:17])([CH3:16])[CH3:15])[CH2:9][CH2:8][CH2:7][CH2:6]1)=[O:4].C([BH3-])#N.[Na+]. Product: [CH3:1][O:2][C:3]([C:5]1([N:10]([CH3:18])[NH:11][CH2:12][CH2:13][C:14]([CH3:16])([CH3:15])[CH3:17])[CH2:9][CH2:8][CH2:7][CH2:6]1)=[O:4]. The catalyst class is: 130. (5) Reactant: [Cl:1][C:2]1[C:7]([N:8]2[CH:12]=[CH:11][CH:10]=[C:9]2[CH:13]=[O:14])=[CH:6][CH:5]=[CH:4][N:3]=1.[Br:15]N1C(=O)CCC1=O.O. Product: [Br:15][C:11]1[CH:10]=[C:9]([CH:13]=[O:14])[N:8]([C:7]2[C:2]([Cl:1])=[N:3][CH:4]=[CH:5][CH:6]=2)[CH:12]=1. The catalyst class is: 9. (6) Reactant: [NH2:1][C:2]1[CH:7]=[C:6]([N:8]2[CH2:13][CH2:12][O:11][CH2:10][CH2:9]2)[N:5]=[CH:4][C:3]=1[C:14]1[CH2:19][CH2:18][N:17]([C:20]([O:22][C:23]([CH3:26])([CH3:25])[CH3:24])=[O:21])[CH2:16][CH:15]=1.Cl[C:28]1[C:37]2[C:32](=[CH:33][C:34]([F:39])=[CH:35][C:36]=2[F:38])[N:31]=[C:30]([C:40]2[CH:45]=[CH:44][CH:43]=[CH:42][N:41]=2)[C:29]=1[CH3:46].C1(P(C2CCCCC2)C2C=CC=CC=2C2C(C(C)C)=CC(C(C)C)=CC=2C(C)C)CCCCC1.CC(C)([O-])C.[Na+]. Product: [F:38][C:36]1[CH:35]=[C:34]([F:39])[CH:33]=[C:32]2[C:37]=1[C:28]([NH:1][C:2]1[CH:7]=[C:6]([N:8]3[CH2:13][CH2:12][O:11][CH2:10][CH2:9]3)[N:5]=[CH:4][C:3]=1[C:14]1[CH2:19][CH2:18][N:17]([C:20]([O:22][C:23]([CH3:26])([CH3:25])[CH3:24])=[O:21])[CH2:16][CH:15]=1)=[C:29]([CH3:46])[C:30]([C:40]1[CH:45]=[CH:44][CH:43]=[CH:42][N:41]=1)=[N:31]2. The catalyst class is: 491.